This data is from Forward reaction prediction with 1.9M reactions from USPTO patents (1976-2016). The task is: Predict the product of the given reaction. (1) Given the reactants [NH2:1][C:2]1[C:7]([C:8]([C:10]2[C:15]([O:16][CH3:17])=[CH:14][CH:13]=[CH:12][C:11]=2[O:18][CH3:19])=[O:9])=[CH:6][N:5]=[C:4](S(CC)=O)[N:3]=1.[NH2:24][CH:25]1[CH2:30][CH2:29][N:28]([C:31](=[O:33])[CH3:32])[CH2:27][CH2:26]1, predict the reaction product. The product is: [NH2:1][C:2]1[C:7]([C:8](=[O:9])[C:10]2[C:11]([O:18][CH3:19])=[CH:12][CH:13]=[CH:14][C:15]=2[O:16][CH3:17])=[CH:6][N:5]=[C:4]([NH:24][CH:25]2[CH2:30][CH2:29][N:28]([C:31](=[O:33])[CH3:32])[CH2:27][CH2:26]2)[N:3]=1. (2) Given the reactants Cl.[NH2:2][CH2:3][C:4]1[NH:5][C:6](=[O:18])[C:7]2[NH:12][N:11]=[C:10]([CH:13]3[CH2:17][CH2:16][CH2:15][CH2:14]3)[C:8]=2[N:9]=1.[Cl:19][CH2:20][CH:21]=O.C([BH3-])#N.[Na+].C(=O)(O)[O-].[Na+], predict the reaction product. The product is: [Cl:19][CH2:20][CH2:21][NH:2][CH2:3][C:4]1[NH:5][C:6](=[O:18])[C:7]2[NH:12][N:11]=[C:10]([CH:13]3[CH2:17][CH2:16][CH2:15][CH2:14]3)[C:8]=2[N:9]=1. (3) Given the reactants [NH2:1][C:2]1[N:6]([CH3:7])[N:5]=[CH:4][C:3]=1[C:8]([OH:10])=O.CCN=C=NCCCN(C)C.Cl.C1C=CC2N(O)N=NC=2C=1.[NH2:33][C:34]1[CH:35]=[C:36]([NH:41][C:42](=[O:53])[C:43]2[CH:48]=[CH:47][CH:46]=[C:45]([C:49]([F:52])([F:51])[F:50])[CH:44]=2)[CH:37]=[CH:38][C:39]=1[CH3:40], predict the reaction product. The product is: [CH3:40][C:39]1[CH:38]=[CH:37][C:36]([NH:41][C:42](=[O:53])[C:43]2[CH:48]=[CH:47][CH:46]=[C:45]([C:49]([F:50])([F:51])[F:52])[CH:44]=2)=[CH:35][C:34]=1[NH:33][C:8]([C:3]1[CH:4]=[N:5][N:6]([CH3:7])[C:2]=1[NH2:1])=[O:10]. (4) Given the reactants [CH:1]1([C:6]2[C:7]([O:15][CH2:16][C:17]([F:20])([F:19])[F:18])=[N:8][CH:9]=[C:10]([CH:14]=2)[C:11]([OH:13])=O)[CH2:5][CH2:4][CH2:3][CH2:2]1.[N:21]1[CH:26]=[CH:25][CH:24]=[CH:23][C:22]=1[NH2:27], predict the reaction product. The product is: [CH:1]1([C:6]2[C:7]([O:15][CH2:16][C:17]([F:20])([F:19])[F:18])=[N:8][CH:9]=[C:10]([CH:14]=2)[C:11]([NH:27][C:22]2[CH:23]=[CH:24][CH:25]=[CH:26][N:21]=2)=[O:13])[CH2:2][CH2:3][CH2:4][CH2:5]1.